From a dataset of Full USPTO retrosynthesis dataset with 1.9M reactions from patents (1976-2016). Predict the reactants needed to synthesize the given product. (1) The reactants are: B(Br)(Br)Br.C([O:12][C:13]1[CH:14]=[C:15]([F:28])[CH:16]=[C:17]([CH:19]=[CH:20][C:21]2[CH:26]=[CH:25][C:24]([F:27])=[CH:23][CH:22]=2)[CH:18]=1)C1C=CC=CC=1.CO. Given the product [F:28][C:15]1[CH:16]=[C:17]([CH:19]=[CH:20][C:21]2[CH:26]=[CH:25][C:24]([F:27])=[CH:23][CH:22]=2)[CH:18]=[C:13]([OH:12])[CH:14]=1, predict the reactants needed to synthesize it. (2) Given the product [F:18][C:15]1[CH:16]=[C:17]2[C:12]([N:11]=[CH:10][C:9](=[O:19])[N:8]2[CH2:7][CH2:6][CH:2]=[O:1])=[CH:13][CH:14]=1, predict the reactants needed to synthesize it. The reactants are: [O:1]1CCO[CH:2]1[CH2:6][CH2:7][N:8]1[C:17]2[C:12](=[CH:13][CH:14]=[C:15]([F:18])[CH:16]=2)[N:11]=[CH:10][C:9]1=[O:19].Cl.C(=O)([O-])O.[Na+]. (3) Given the product [CH3:1][O:2][C:3](=[O:32])[CH2:4][CH2:5][CH2:6][CH2:7][CH2:8][O:9][C:10]1[C:11]([NH:31][S:40]([C:37]2[CH:38]=[CH:39][C:34]([Cl:33])=[CH:35][CH:36]=2)(=[O:42])=[O:41])=[CH:12][C:13]2[N:17]=[C:16]([C:18]3[CH:19]=[CH:20][CH:21]=[CH:22][CH:23]=3)[N:15]([C:24]3[CH:29]=[CH:28][CH:27]=[CH:26][CH:25]=3)[C:14]=2[CH:30]=1, predict the reactants needed to synthesize it. The reactants are: [CH3:1][O:2][C:3](=[O:32])[CH2:4][CH2:5][CH2:6][CH2:7][CH2:8][O:9][C:10]1[C:11]([NH2:31])=[CH:12][C:13]2[N:17]=[C:16]([C:18]3[CH:23]=[CH:22][CH:21]=[CH:20][CH:19]=3)[N:15]([C:24]3[CH:29]=[CH:28][CH:27]=[CH:26][CH:25]=3)[C:14]=2[CH:30]=1.[Cl:33][C:34]1[CH:39]=[CH:38][C:37]([S:40](Cl)(=[O:42])=[O:41])=[CH:36][CH:35]=1. (4) Given the product [Cl:1][C:2]1[CH:7]=[CH:6][CH:5]=[CH:4][C:3]=1[N:8]([CH3:29])[C:9]([C:11]1[S:28][C:14]2[C:15]3[CH:23]=[CH:22][C:21]([C:24]([NH:33][CH:30]([CH3:32])[CH3:31])=[O:25])=[CH:20][C:16]=3[O:17][CH2:18][CH2:19][C:13]=2[CH:12]=1)=[O:10], predict the reactants needed to synthesize it. The reactants are: [Cl:1][C:2]1[CH:7]=[CH:6][CH:5]=[CH:4][C:3]=1[N:8]([CH3:29])[C:9]([C:11]1[S:28][C:14]2[C:15]3[CH:23]=[CH:22][C:21]([C:24](OC)=[O:25])=[CH:20][C:16]=3[O:17][CH2:18][CH2:19][C:13]=2[CH:12]=1)=[O:10].[CH:30]([NH2:33])([CH3:32])[CH3:31]. (5) Given the product [CH3:34][N:35]([CH:1]=[C:9]1[CH2:15][CH2:14][O:13][C:12]2[CH:16]=[C:17]([N:20]3[CH2:24][C@H:23]([CH2:25][NH:26][C:27](=[O:29])[CH3:28])[O:22][C:21]3=[O:30])[CH:18]=[CH:19][C:11]=2[C:10]1=[O:31])[CH3:36], predict the reactants needed to synthesize it. The reactants are: [C:1]([CH:9]1[CH2:15][CH2:14][O:13][C:12]2[CH:16]=[C:17]([N:20]3[CH2:24][C@H:23]([CH2:25][NH:26][C:27](=[O:29])[CH3:28])[O:22][C:21]3=[O:30])[CH:18]=[CH:19][C:11]=2[C:10]1=[O:31])(=O)C1C=CC=CC=1.CO[CH:34](OC)[N:35](C)[CH3:36].CCOCC. (6) Given the product [CH:26]([N:23]1[CH2:24][CH2:25][N:20]([C:18]([C:16]2[N:17]=[C:13]([CH2:12][NH:7][CH2:8][CH2:9][O:10][CH3:11])[O:14][CH:15]=2)=[O:19])[CH2:21][CH2:22]1)([CH3:28])[CH3:27], predict the reactants needed to synthesize it. The reactants are: C(OC(=O)[N:7]([CH2:12][C:13]1[O:14][CH:15]=[C:16]([C:18]([N:20]2[CH2:25][CH2:24][N:23]([CH:26]([CH3:28])[CH3:27])[CH2:22][CH2:21]2)=[O:19])[N:17]=1)[CH2:8][CH2:9][O:10][CH3:11])(C)(C)C.Cl.Cl.C(N1CCNCC1)(C)C.ON1C2C=CC=CC=2N=N1.CN1CCOCC1.Cl.CN(C)CCCN=C=NCC.